This data is from Forward reaction prediction with 1.9M reactions from USPTO patents (1976-2016). The task is: Predict the product of the given reaction. (1) Given the reactants Cl.[O:2]1[C:6]2[CH:7]=[CH:8][CH:9]=[C:10]([CH:11]3[CH2:16][CH2:15][N:14]([CH2:17][CH2:18][C@H:19]4[CH2:24][CH2:23][C@H:22]([NH2:25])[CH2:21][CH2:20]4)[CH2:13][CH2:12]3)[C:5]=2[O:4][CH2:3]1.[CH3:26][N:27]1[CH:31]=[C:30]([S:32](Cl)(=[O:34])=[O:33])[N:29]=[CH:28]1, predict the reaction product. The product is: [O:2]1[C:6]2[CH:7]=[CH:8][CH:9]=[C:10]([CH:11]3[CH2:16][CH2:15][N:14]([CH2:17][CH2:18][C@H:19]4[CH2:20][CH2:21][C@H:22]([NH:25][S:32]([C:30]5[N:29]=[CH:28][N:27]([CH3:26])[CH:31]=5)(=[O:34])=[O:33])[CH2:23][CH2:24]4)[CH2:13][CH2:12]3)[C:5]=2[O:4][CH2:3]1. (2) The product is: [F:44][C:45]1[C:50]([C@@H:51]([N:53]2[CH2:54][C@H:55]([CH3:56])[O:57][C:22](=[O:23])[C:24]2=[O:39])[CH3:52])=[CH:49][CH:48]=[C:47]([F:58])[N:46]=1. Given the reactants [OH-].[Na+].O.C1(C)C=CC=CC=1.C1COCC1.C1(C)C=CC([C:22]([C@:24](C(O)=O)([OH:39])[C@](C(C2C=CC(C)=CC=2)=O)(O)C(O)=O)=[O:23])=CC=1.[F:44][C:45]1[C:50]([C@@H:51]([NH:53][CH2:54][C@@H:55]([OH:57])[CH3:56])[CH3:52])=[CH:49][CH:48]=[C:47]([F:58])[N:46]=1, predict the reaction product. (3) Given the reactants [NH2:1][C:2]1[C:3](=[N:16][NH:17][C:18]2[CH:23]=[CH:22][CH:21]=[C:20]([F:24])[CH:19]=2)[C:4]([CH2:7][NH:8][C:9](=[O:15])[CH2:10][CH2:11][C:12]([OH:14])=[O:13])=[N:5][N:6]=1.NCC1C(=NNC2C=CC=C(F)C=2)C(N)=NN=1.[Cl-].[NH4+], predict the reaction product. The product is: [NH2:1][C:2]1[C:3](=[N:16][NH:17][C:18]2[CH:23]=[CH:22][CH:21]=[C:20]([F:24])[CH:19]=2)[C:4]([CH2:7][NH:8][C:9]([CH:10]=[CH:11][C:12]([OH:14])=[O:13])=[O:15])=[N:5][N:6]=1. (4) Given the reactants [CH:1]1([C:7]2[N:12]3[N:13]=[CH:14][C:15]([C:16](O)=[O:17])=[C:11]3[N:10]=[CH:9][C:8]=2[C:19]2[CH:24]=[CH:23][C:22]([F:25])=[CH:21][CH:20]=2)[CH2:6][CH2:5][CH2:4][CH2:3][CH2:2]1.C(N(C(C)C)CC)(C)C.CN(C1C=CC=CN=1)C.[NH2:44][C@H:45]([C:58]([O:60][C:61]([CH3:64])([CH3:63])[CH3:62])=[O:59])[CH2:46][C:47]1[CH:52]=[CH:51][C:50]([O:53][C:54]([CH3:57])([CH3:56])[CH3:55])=[CH:49][CH:48]=1.Cl.CN(C(ON1N=NC2C=CC=NC1=2)=[N+](C)C)C.F[P-](F)(F)(F)(F)F, predict the reaction product. The product is: [C:61]([O:60][C:58](=[O:59])[CH:45]([NH:44][C:16]([C:15]1[CH:14]=[N:13][N:12]2[C:7]([CH:1]3[CH2:2][CH2:3][CH2:4][CH2:5][CH2:6]3)=[C:8]([C:19]3[CH:20]=[CH:21][C:22]([F:25])=[CH:23][CH:24]=3)[CH:9]=[N:10][C:11]=12)=[O:17])[CH2:46][C:47]1[CH:48]=[CH:49][C:50]([O:53][C:54]([CH3:57])([CH3:55])[CH3:56])=[CH:51][CH:52]=1)([CH3:64])([CH3:63])[CH3:62]. (5) The product is: [CH3:6][O:7][C:8](=[O:20])[CH:9]([C:10]1[CH:11]=[CH:12][C:13]([S:16]([CH3:19])(=[O:17])=[O:18])=[CH:14][CH:15]=1)[CH2:26][CH:21]1[CH2:25][CH2:24][CH2:23][CH2:22]1. Given the reactants [Li]CCCC.[CH3:6][O:7][C:8](=[O:20])[CH2:9][C:10]1[CH:15]=[CH:14][C:13]([S:16]([CH3:19])(=[O:18])=[O:17])=[CH:12][CH:11]=1.[CH:21]1([CH2:26]I)[CH2:25][CH2:24][CH2:23][CH2:22]1, predict the reaction product. (6) Given the reactants Cl.[C:2]1([C@@H:8]2[CH2:10][C@H:9]2[NH2:11])[CH:7]=[CH:6][CH:5]=[CH:4][CH:3]=1.[F:12][C:13]1[CH:20]=[CH:19][C:16]([CH:17]=O)=[CH:15][CH:14]=1.[BH-](OC(C)=O)(OC(C)=O)OC(C)=O.[Na+], predict the reaction product. The product is: [F:12][C:13]1[CH:20]=[CH:19][C:16]([CH2:17][NH:11][C@@H:9]2[CH2:10][C@H:8]2[C:2]2[CH:7]=[CH:6][CH:5]=[CH:4][CH:3]=2)=[CH:15][CH:14]=1. (7) Given the reactants [CH:1]1[CH:6]=[CH:5][C:4]([C@@H:7]([OH:13])[C@H:8]([NH2:12])[C:9]([OH:11])=[O:10])=[CH:3][CH:2]=1.[OH-].[Na+].C=O.[CH3:18][O:19][C:20]1[CH:21]=[C:22]([CH:26]=[C:27]([O:31][CH3:32])[C:28]=1[O:29][CH3:30])[C:23](Cl)=[O:24].[C:33](=O)(O)[O-].[Na+], predict the reaction product. The product is: [C:4]1([CH:7]2[O:13][CH2:33][N:12]([C:23](=[O:24])[C:22]3[CH:21]=[C:20]([O:19][CH3:18])[C:28]([O:29][CH3:30])=[C:27]([O:31][CH3:32])[CH:26]=3)[CH:8]2[C:9]([OH:11])=[O:10])[CH:3]=[CH:2][CH:1]=[CH:6][CH:5]=1. (8) Given the reactants [Br:1][C:2]1[CH:7]=[CH:6][C:5]([OH:8])=[CH:4][CH:3]=1.[CH3:9][O:10][C:11]1[CH:16]=[CH:15][C:14](B(O)O)=[CH:13][CH:12]=1.N1C=CC=CC=1, predict the reaction product. The product is: [Br:1][C:2]1[CH:7]=[CH:6][C:5]([O:8][C:14]2[CH:15]=[CH:16][C:11]([O:10][CH3:9])=[CH:12][CH:13]=2)=[CH:4][CH:3]=1.